The task is: Predict the product of the given reaction.. This data is from Forward reaction prediction with 1.9M reactions from USPTO patents (1976-2016). Given the reactants C([N:8]1[N:12]=[N:11][C:10]([C:13]2([CH2:18][N:19]3[CH2:24][CH2:23][CH:22]([CH2:25][NH:26][C:27]([N:29]4[C:37]5[C:32](=[CH:33][CH:34]=[CH:35][CH:36]=5)[C:31]5([CH2:41][CH2:40][CH2:39][CH2:38]5)[C:30]4=[O:42])=[O:28])[CH2:21][CH2:20]3)[CH2:17][CH2:16][CH2:15][CH2:14]2)=[N:9]1)C1C=CC=CC=1, predict the reaction product. The product is: [O:42]=[C:30]1[C:31]2([CH2:38][CH2:39][CH2:40][CH2:41]2)[C:32]2[C:37](=[CH:36][CH:35]=[CH:34][CH:33]=2)[N:29]1[C:27]([NH:26][CH2:25][CH:22]1[CH2:23][CH2:24][N:19]([CH2:18][C:13]2([C:10]3[N:9]=[N:8][NH:12][N:11]=3)[CH2:14][CH2:15][CH2:16][CH2:17]2)[CH2:20][CH2:21]1)=[O:28].